This data is from Catalyst prediction with 721,799 reactions and 888 catalyst types from USPTO. The task is: Predict which catalyst facilitates the given reaction. (1) Reactant: [NH2:1][C@H:2]([CH2:6][OH:7])[CH:3]([CH3:5])[CH3:4].[C:8](O)(=O)[CH3:9].O. Product: [CH:3]([C@H:2]1[CH2:6][O:7][C:8]([CH3:9])=[N:1]1)([CH3:5])[CH3:4]. The catalyst class is: 11. (2) Reactant: [CH3:1][O:2][C:3]1[CH:17]=[CH:16][CH:15]=[CH:14][C:4]=1[CH2:5][NH:6][CH2:7][C:8]1[CH:13]=[CH:12][CH:11]=[CH:10][N:9]=1.[Br:18][CH2:19][CH2:20][CH2:21][CH2:22][CH2:23][CH2:24]Br.C(=O)([O-])[O-].[K+].[K+]. Product: [Br:18][CH2:19][CH2:20][CH2:21][CH2:22][CH2:23][CH2:24][N:6]([CH2:5][C:4]1[CH:14]=[CH:15][CH:16]=[CH:17][C:3]=1[O:2][CH3:1])[CH2:7][C:8]1[CH:13]=[CH:12][CH:11]=[CH:10][N:9]=1. The catalyst class is: 23. (3) Reactant: [C:1]([O:5][C:6]([N:8]([CH2:10][C:11]1[CH:12]=[N:13][CH:14]=[C:15]([CH:20]=1)[C:16](OC)=[O:17])[CH3:9])=[O:7])([CH3:4])([CH3:3])[CH3:2].[Li+].[BH4-]. Product: [OH:17][CH2:16][C:15]1[CH:20]=[C:11]([CH2:10][N:8]([CH3:9])[C:6](=[O:7])[O:5][C:1]([CH3:2])([CH3:3])[CH3:4])[CH:12]=[N:13][CH:14]=1. The catalyst class is: 301. (4) Reactant: [Si]([O:8][CH2:9][C@@H:10]([N:14]1[C:23]2[C:18](=[CH:19][C:20]([NH:24][CH2:25][C:26]3[CH:31]=[CH:30][C:29]([F:32])=[CH:28][CH:27]=3)=[CH:21][CH:22]=2)[C:17](=[O:33])[C:16]([C:34]([O:36]CC)=[O:35])=[CH:15]1)[CH:11]([CH3:13])[CH3:12])(C(C)(C)C)(C)C.O(C)[Na].O. Product: [F:32][C:29]1[CH:28]=[CH:27][C:26]([CH2:25][NH:24][C:20]2[CH:19]=[C:18]3[C:23](=[CH:22][CH:21]=2)[N:14]([C@@H:10]([CH:11]([CH3:12])[CH3:13])[CH2:9][OH:8])[CH:15]=[C:16]([C:34]([OH:36])=[O:35])[C:17]3=[O:33])=[CH:31][CH:30]=1. The catalyst class is: 5. (5) Reactant: P(Br)(Br)([Br:3])=O.[CH3:6][CH:7]1[C:13]2[NH:14][C:15](=O)[CH:16]=[CH:17][C:12]=2[CH2:11][CH2:10][N:9]([C:19](=[O:24])[C:20]([F:23])([F:22])[F:21])[CH2:8]1. Product: [Br:3][C:15]1[CH:16]=[CH:17][C:12]2[CH2:11][CH2:10][N:9]([C:19](=[O:24])[C:20]([F:23])([F:22])[F:21])[CH2:8][CH:7]([CH3:6])[C:13]=2[N:14]=1. The catalyst class is: 3.